From a dataset of Peptide-MHC class I binding affinity with 185,985 pairs from IEDB/IMGT. Regression. Given a peptide amino acid sequence and an MHC pseudo amino acid sequence, predict their binding affinity value. This is MHC class I binding data. (1) The peptide sequence is VPFCSHHFHE. The MHC is HLA-B51:01 with pseudo-sequence HLA-B51:01. The binding affinity (normalized) is 0. (2) The peptide sequence is GRGPIRFVL. The MHC is HLA-B44:02 with pseudo-sequence HLA-B44:02. The binding affinity (normalized) is 0.0847.